This data is from Full USPTO retrosynthesis dataset with 1.9M reactions from patents (1976-2016). The task is: Predict the reactants needed to synthesize the given product. (1) Given the product [C:1]([N:8]1[CH2:13][CH2:12][N:11]([C:14]2[CH:19]=[CH:18][CH:17]=[CH:16][C:15]=2[CH2:20][N:21]2[CH:26]=[C:25]([C:24]([O:28][CH3:29])=[O:27])[N:23]=[N:22]2)[CH2:10][CH2:9]1)([O:3][C:4]([CH3:7])([CH3:6])[CH3:5])=[O:2], predict the reactants needed to synthesize it. The reactants are: [C:1]([N:8]1[CH2:13][CH2:12][N:11]([C:14]2[CH:19]=[CH:18][CH:17]=[CH:16][C:15]=2[CH2:20][N:21]=[N+:22]=[N-:23])[CH2:10][CH2:9]1)([O:3][C:4]([CH3:7])([CH3:6])[CH3:5])=[O:2].[C:24]([O:28][CH3:29])(=[O:27])[C:25]#[CH:26]. (2) Given the product [CH2:19]([CH:22]1[CH2:27][CH2:26][C:25](=[O:28])[CH2:24][CH:23]1[CH:3]([C:9]([O:11][CH2:12][CH3:13])=[O:10])[C:4]([O:6][CH2:7][CH3:8])=[O:5])[CH:20]=[CH2:21], predict the reactants needed to synthesize it. The reactants are: [In].Br[CH:3]([C:9]([O:11][CH2:12][CH3:13])=[O:10])[C:4]([O:6][CH2:7][CH3:8])=[O:5].C[Si](Cl)(C)C.[CH2:19]([CH:22]1[CH2:27][CH2:26][C:25](=[O:28])[CH:24]=[CH:23]1)[CH:20]=[CH2:21]. (3) Given the product [CH2:1]([N:3]1[CH:7]=[C:6]([NH:8][C:9]2[N:14]=[C:13]3[C:12]([N:23]=[CH:24][N:15]3[C:16]3[CH:17]=[N:18][N:19]([CH2:21][CH3:22])[CH:20]=3)=[CH:11][N:10]=2)[CH:5]=[N:4]1)[CH3:2], predict the reactants needed to synthesize it. The reactants are: [CH2:1]([N:3]1[CH:7]=[C:6]([NH:8][C:9]2[N:14]=[C:13]([NH:15][C:16]3[CH:17]=[N:18][N:19]([CH2:21][CH3:22])[CH:20]=3)[C:12]([NH2:23])=[CH:11][N:10]=2)[CH:5]=[N:4]1)[CH3:2].[CH:24](OC)(OC)OC. (4) Given the product [O:1]1[CH2:2][CH2:3][N:4]([CH2:7][CH2:8][O:9][C:10]2[CH:11]=[C:12]3[C:16](=[CH:17][CH:18]=2)[C:15](=[O:19])[C:14]([C:61]2[CH:62]=[CH:63][C:64]([CH3:65])=[C:59]([F:58])[CH:60]=2)=[C:13]3[C:26]2[CH:31]=[CH:30][CH:29]=[CH:28][CH:27]=2)[CH2:5][CH2:6]1, predict the reactants needed to synthesize it. The reactants are: [O:1]1[CH2:6][CH2:5][N:4]([CH2:7][CH2:8][O:9][C:10]2[CH:11]=[C:12]3[C:16](=[CH:17][CH:18]=2)[C:15](=[O:19])[C:14](C2C=NC=CC=2)=[C:13]3[C:26]2[CH:31]=[CH:30][CH:29]=[CH:28][CH:27]=2)[CH2:3][CH2:2]1.O1CCN(CCOC2C=C3C(C(C4C=CC=CC=4)=C(Br)C3=O)=CC=2)CC1.[F:58][C:59]1[CH:60]=[C:61](B(O)O)[CH:62]=[CH:63][C:64]=1[CH3:65].